Dataset: Catalyst prediction with 721,799 reactions and 888 catalyst types from USPTO. Task: Predict which catalyst facilitates the given reaction. (1) Reactant: C1([C:4]2[CH:12]=[CH:11][C:7]([C:8](O)=[O:9])=[CH:6][CH:5]=2)CC1.S(Cl)(Cl)=O.[C:17]([O:21][C:22]([N:24]1[CH2:29][CH:28]=[C:27]([C:30]2[NH:47][C:33]3[N:34]=[CH:35][N:36]=[C:37]([C:38]4[CH:43]=[C:42]([F:44])[CH:41]=[C:40]([NH2:45])[C:39]=4[CH3:46])[C:32]=3[CH:31]=2)[CH2:26][CH2:25]1)=[O:23])([CH3:20])([CH3:19])[CH3:18].[C:48]1([CH3:54])C=CC=C[CH:49]=1. Product: [C:17]([O:21][C:22]([N:24]1[CH2:25][CH:26]=[C:27]([C:30]2[NH:47][C:33]3[N:34]=[CH:35][N:36]=[C:37]([C:38]4[CH:43]=[C:42]([F:44])[CH:41]=[C:40]([N:45]([CH:54]5[CH2:48][CH2:49]5)[C:8](=[O:9])[C:7]5[CH:11]=[CH:12][CH:4]=[CH:5][CH:6]=5)[C:39]=4[CH3:46])[C:32]=3[CH:31]=2)[CH2:28][CH2:29]1)=[O:23])([CH3:20])([CH3:19])[CH3:18]. The catalyst class is: 17. (2) Reactant: Br[C:2]1[CH:3]=[C:4]2[C:8](=[C:9]([C:11]([NH2:13])=[O:12])[CH:10]=1)[NH:7][CH:6]=[C:5]2[CH:14]1[CH2:19][CH2:18][N:17]([S:20]([CH2:23][CH3:24])(=[O:22])=[O:21])[CH2:16][CH2:15]1.[O-]P([O-])([O-])=O.[K+].[K+].[K+].[OH:33][CH2:34][C:35]1[CH:40]=[CH:39][C:38](B(O)O)=[CH:37][CH:36]=1. Product: [CH2:23]([S:20]([N:17]1[CH2:18][CH2:19][CH:14]([C:5]2[C:4]3[C:8](=[C:9]([C:11]([NH2:13])=[O:12])[CH:10]=[C:2]([C:38]4[CH:39]=[CH:40][C:35]([CH2:34][OH:33])=[CH:36][CH:37]=4)[CH:3]=3)[NH:7][CH:6]=2)[CH2:15][CH2:16]1)(=[O:22])=[O:21])[CH3:24]. The catalyst class is: 70. (3) Reactant: [F:1][C:2]([F:15])([F:14])[C:3]1[NH:4][C:5]2[C:10]([CH:11]=1)=[CH:9][C:8]([CH2:12][NH2:13])=[CH:7][CH:6]=2.Cl[C:17]1[CH:22]=[C:21]([C:23]([F:26])([F:25])[F:24])[N:20]=[CH:19][N:18]=1.C(=O)([O-])[O-].[K+].[K+].O. Product: [F:24][C:23]([F:26])([F:25])[C:21]1[N:20]=[CH:19][N:18]=[C:17]([NH:13][CH2:12][C:8]2[CH:9]=[C:10]3[C:5](=[CH:6][CH:7]=2)[NH:4][C:3]([C:2]([F:1])([F:14])[F:15])=[CH:11]3)[CH:22]=1. The catalyst class is: 16. (4) Product: [C:1]1([C:10]2[CH:15]=[CH:14][CH:13]=[CH:12][CH:11]=2)[CH:6]=[CH:5][CH:4]=[CH:3][C:2]=1[C:7]1[O:9][C:33]([C:27]2[CH:32]=[CH:31][CH:30]=[CH:29][CH:28]=2)=[N:34][N:35]=1. Reactant: [C:1]1([C:10]2[CH:15]=[CH:14][CH:13]=[CH:12][CH:11]=2)[C:2]([C:7]([OH:9])=O)=[CH:3][CH:4]=[CH:5][CH:6]=1.C(Cl)(=O)C(Cl)=O.CN(C)C=O.[C:27]1([C:33]2NN=[N:35][N:34]=2)[CH:32]=[CH:31][CH:30]=[CH:29][CH:28]=1. The catalyst class is: 17. (5) Reactant: Cl.[CH3:2][O:3][C:4](=[O:9])[CH2:5][CH:6]([NH2:8])[CH3:7].[CH2:10](Br)[C:11]1[CH:16]=[CH:15][CH:14]=[CH:13][CH:12]=1.C(=O)([O-])[O-].[K+].[K+]. Product: [CH3:2][O:3][C:4](=[O:9])[CH2:5][CH:6]([N:8]([CH2:10][C:11]1[CH:16]=[CH:15][CH:14]=[CH:13][CH:12]=1)[CH2:10][C:11]1[CH:16]=[CH:15][CH:14]=[CH:13][CH:12]=1)[CH3:7]. The catalyst class is: 9.